The task is: Predict the reactants needed to synthesize the given product.. This data is from Full USPTO retrosynthesis dataset with 1.9M reactions from patents (1976-2016). Given the product [C:1]([O:5][C:6](=[O:22])[NH:7][C:8]1[CH:13]=[CH:12][C:11]([C:14]2[CH:19]=[CH:18][CH:17]=[CH:16][C:15]=2[F:20])=[CH:10][C:9]=1[NH:21][C:32](=[O:33])[CH2:31][C:30]([C:26]1[S:27][CH:28]=[CH:29][C:25]=1[C:23]#[N:24])=[O:35])([CH3:4])([CH3:2])[CH3:3], predict the reactants needed to synthesize it. The reactants are: [C:1]([O:5][C:6](=[O:22])[NH:7][C:8]1[CH:13]=[CH:12][C:11]([C:14]2[CH:19]=[CH:18][CH:17]=[CH:16][C:15]=2[F:20])=[CH:10][C:9]=1[NH2:21])([CH3:4])([CH3:3])[CH3:2].[C:23]([C:25]1[CH:29]=[CH:28][S:27][C:26]=1[C:30]1[O:35]C(C)(C)[O:33][C:32](=O)[CH:31]=1)#[N:24].